Dataset: Forward reaction prediction with 1.9M reactions from USPTO patents (1976-2016). Task: Predict the product of the given reaction. (1) Given the reactants [CH2:1]([O:8][C:9]1[CH:14]=[CH:13][C:12]([O:15][CH2:16][C@H:17]2[O:19][CH2:18]2)=[CH:11][C:10]=1[N:20](C(OC(C)(C)C)=O)[S:21]([CH3:24])(=[O:23])=[O:22])[C:2]1[CH:7]=[CH:6][CH:5]=[CH:4][CH:3]=1.[CH2:32]1[C:41]2[C:36](=[CH:37][CH:38]=[CH:39][CH:40]=2)[CH2:35][CH2:34][CH:33]1[CH2:42][NH2:43].Cl, predict the reaction product. The product is: [CH2:1]([O:8][C:9]1[CH:14]=[CH:13][C:12]([O:15][CH2:16][C@@H:17]([OH:19])[CH2:18][NH:43][CH2:42][CH:33]2[CH2:34][CH2:35][C:36]3[C:41](=[CH:40][CH:39]=[CH:38][CH:37]=3)[CH2:32]2)=[CH:11][C:10]=1[NH:20][S:21]([CH3:24])(=[O:22])=[O:23])[C:2]1[CH:3]=[CH:4][CH:5]=[CH:6][CH:7]=1. (2) Given the reactants [C:1]([O:14][CH2:15][C@@H:16]([O:45][C:46](=[O:58])[CH2:47][CH2:48][CH2:49][CH2:50][CH2:51][CH2:52][CH2:53][CH2:54][CH2:55][CH2:56][CH3:57])[CH2:17][S:18][CH2:19][C@H:20]([NH2:44])[C:21]([NH:23][CH2:24][CH2:25][C:26]1[CH:31]=[CH:30][C:29]([O:32][CH2:33][CH2:34][CH2:35][P:36]([O:41]CC)([O:38]CC)=[O:37])=[CH:28][CH:27]=1)=[O:22])(=[O:13])[CH2:2][CH2:3][CH2:4][CH2:5][CH2:6][CH2:7][CH2:8][CH2:9][CH2:10][CH2:11][CH3:12].C[Si](Br)(C)C, predict the reaction product. The product is: [NH2:44][C@@H:20]([CH2:19][S:18][CH2:17][C@H:16]([O:45][C:46](=[O:58])[CH2:47][CH2:48][CH2:49][CH2:50][CH2:51][CH2:52][CH2:53][CH2:54][CH2:55][CH2:56][CH3:57])[CH2:15][O:14][C:1](=[O:13])[CH2:2][CH2:3][CH2:4][CH2:5][CH2:6][CH2:7][CH2:8][CH2:9][CH2:10][CH2:11][CH3:12])[C:21]([NH:23][CH2:24][CH2:25][C:26]1[CH:31]=[CH:30][C:29]([O:32][CH2:33][CH2:34][CH2:35][P:36](=[O:37])([OH:41])[OH:38])=[CH:28][CH:27]=1)=[O:22]. (3) Given the reactants [F:1][C:2]1[CH:10]=[CH:9][C:5](/[CH:6]=[N:7]\[OH:8])=[CH:4][CH:3]=1.[Cl:11]N1C(=O)CCC1=O, predict the reaction product. The product is: [OH:8]/[N:7]=[C:6](\[Cl:11])/[C:5]1[CH:9]=[CH:10][C:2]([F:1])=[CH:3][CH:4]=1.